From a dataset of Full USPTO retrosynthesis dataset with 1.9M reactions from patents (1976-2016). Predict the reactants needed to synthesize the given product. (1) Given the product [F:16][C:2]([F:1])([F:15])[CH:3]([NH:14][S:27]([C:17]1[C:26]2[C:21](=[CH:22][CH:23]=[CH:24][CH:25]=2)[CH:20]=[CH:19][CH:18]=1)(=[O:29])=[O:28])[CH2:4][C:5]1[C:13]2[C:8](=[CH:9][CH:10]=[CH:11][CH:12]=2)[NH:7][CH:6]=1, predict the reactants needed to synthesize it. The reactants are: [F:1][C:2]([F:16])([F:15])[CH:3]([NH2:14])[CH2:4][C:5]1[C:13]2[C:8](=[CH:9][CH:10]=[CH:11][CH:12]=2)[NH:7][CH:6]=1.[C:17]1([S:27](Cl)(=[O:29])=[O:28])[C:26]2[C:21](=[CH:22][CH:23]=[CH:24][CH:25]=2)[CH:20]=[CH:19][CH:18]=1. (2) Given the product [B:1]([OH:28])([OH:27])[C@@H:2]([NH:7][C:8]([C@@H:10]([NH:18][C:19]([C:21]1[CH:22]=[N:23][CH:24]=[CH:25][N:26]=1)=[O:20])[CH2:11][C:12]1[CH:17]=[CH:16][CH:15]=[CH:14][CH:13]=1)=[O:9])[CH2:3][CH:4]([CH3:6])[CH3:5].[C:29]([CH:32]([CH:34]([C:36]([O-:38])=[O:37])[OH:35])[OH:33])([O-:31])=[O:30], predict the reactants needed to synthesize it. The reactants are: [B:1]([OH:28])([OH:27])[C@@H:2]([NH:7][C:8]([C@@H:10]([NH:18][C:19]([C:21]1[CH:22]=[N:23][CH:24]=[CH:25][N:26]=1)=[O:20])[CH2:11][C:12]1[CH:13]=[CH:14][CH:15]=[CH:16][CH:17]=1)=[O:9])[CH2:3][CH:4]([CH3:6])[CH3:5].[C:29]([C@H:32]([C@@H:34]([C:36]([O-:38])=[O:37])[OH:35])[OH:33])([O-:31])=[O:30]. (3) Given the product [Cl:1][C:2]1[N:3]=[CH:4][C:5]2[NH:26][C:11](=[O:17])[C:10]([F:19])([F:18])[CH2:9][N:8]([CH:20]3[CH2:24][CH2:23][C@@H:22]([CH3:25])[CH2:21]3)[C:6]=2[N:7]=1, predict the reactants needed to synthesize it. The reactants are: [Cl:1][C:2]1[N:7]=[C:6]([N:8]([CH:20]2[CH2:24][CH2:23][C@@H:22]([CH3:25])[CH2:21]2)[CH2:9][C:10]([F:19])([F:18])[C:11](=[O:17])C(OCC)=O)[C:5]([N+:26]([O-])=O)=[CH:4][N:3]=1.Cl.CCOC(C)=O.CCOCC.